This data is from Forward reaction prediction with 1.9M reactions from USPTO patents (1976-2016). The task is: Predict the product of the given reaction. (1) Given the reactants Cl.[CH3:2][O:3][C:4]([C:6]1[CH:11]=[CH:10][C:9]([C:12]2[CH2:16][C:15]3([CH2:21][CH2:20][NH2+:19][CH2:18][CH2:17]3)[O:14][N:13]=2)=[CH:8][CH:7]=1)=[O:5].[Br:22][C:23]1[CH:24]=[C:25]([Cl:31])[CH:26]=[C:27]([CH:30]=1)[CH:28]=O, predict the reaction product. The product is: [Br:22][C:23]1[CH:24]=[C:25]([Cl:31])[CH:26]=[C:27]([CH:30]=1)[CH2:28][N:19]1[CH2:20][CH2:21][C:15]2([O:14][N:13]=[C:12]([C:9]3[CH:10]=[CH:11][C:6]([C:4]([O:3][CH3:2])=[O:5])=[CH:7][CH:8]=3)[CH2:16]2)[CH2:17][CH2:18]1. (2) Given the reactants [CH3:1][C:2]1[CH:3]=[C:4]([CH:8]2[O:12][C:11](=O)[N:10](C)[CH2:9]2)[O:5][C:6]=1[CH3:7].[OH-].[K+].[Na+].[Cl-], predict the reaction product. The product is: [CH3:1][C:2]1[CH:3]=[C:4]([CH:8]([OH:12])[CH2:9][NH:10][CH3:11])[O:5][C:6]=1[CH3:7]. (3) Given the reactants [CH3:1][C:2]1[CH:10]=[CH:9][C:8]([N+:11]([O-:13])=[O:12])=[CH:7][C:3]=1[C:4]([OH:6])=[O:5].S(Cl)(Cl)=O.[CH2:18](O)[CH3:19], predict the reaction product. The product is: [CH3:1][C:2]1[CH:10]=[CH:9][C:8]([N+:11]([O-:13])=[O:12])=[CH:7][C:3]=1[C:4]([O:6][CH2:18][CH3:19])=[O:5]. (4) The product is: [Br:28][C:29]1[CH:30]=[C:31]2[C:36](=[CH:37][CH:38]=1)[C:35]([CH2:39][N:18]1[C:19](=[O:20])[C@@H:13]([NH:12][C:11](=[O:25])[C@@H:10]([N:2]([CH3:1])[C:3](=[O:9])[O:4][C:5]([CH3:8])([CH3:7])[CH3:6])[CH2:26][CH3:27])[CH2:14][CH2:15][C:16]3[CH:24]=[CH:23][CH:22]=[CH:21][C:17]1=3)=[C:34]([O:41][CH3:42])[CH:33]=[CH:32]2. Given the reactants [CH3:1][N:2]([C@@H:10]([CH2:26][CH3:27])[C:11](=[O:25])[NH:12][C@@H:13]1[C:19](=[O:20])[NH:18][C:17]2[CH:21]=[CH:22][CH:23]=[CH:24][C:16]=2[CH2:15][CH2:14]1)[C:3](=[O:9])[O:4][C:5]([CH3:8])([CH3:7])[CH3:6].[Br:28][C:29]1[CH:30]=[C:31]2[C:36](=[CH:37][CH:38]=1)[C:35]([CH2:39]Cl)=[C:34]([O:41][CH3:42])[CH:33]=[CH:32]2.[Na+].[I-].C([O-])([O-])=O.[Cs+].[Cs+], predict the reaction product. (5) Given the reactants Cl.Cl.C([O:11][CH2:12][CH2:13][O:14][CH2:15][CH2:16][N:17]1[C:25]2[C:24]([NH:26][C:27]3[CH:32]=[CH:31][C:30]([O:33][C:34]4[CH:39]=[CH:38][CH:37]=[C:36]([NH2:40])[CH:35]=4)=[C:29]([Cl:41])[CH:28]=3)=[N:23][CH:22]=[N:21][C:20]=2[CH:19]=[CH:18]1)(=O)C1C=CC=CC=1.C(O)(=O)C.[CH:46](=O)[C:47]([CH3:50])([CH3:49])[CH3:48].C(O[BH-](OC(=O)C)OC(=O)C)(=O)C.[Na+], predict the reaction product. The product is: [Cl:41][C:29]1[CH:28]=[C:27]([NH:26][C:24]2[C:25]3[N:17]([CH2:16][CH2:15][O:14][CH2:13][CH2:12][OH:11])[CH:18]=[CH:19][C:20]=3[N:21]=[CH:22][N:23]=2)[CH:32]=[CH:31][C:30]=1[O:33][C:34]1[CH:39]=[CH:38][CH:37]=[C:36]([NH:40][CH2:46][C:47]([CH3:50])([CH3:49])[CH3:48])[CH:35]=1. (6) Given the reactants Br.C[O:3][C:4]1[CH:9]=[CH:8][C:7]([CH:10]2[CH2:15][CH2:14][CH2:13][C:12](=[O:16])[CH2:11]2)=[CH:6][CH:5]=1, predict the reaction product. The product is: [OH:3][C:4]1[CH:5]=[CH:6][C:7]([CH:10]2[CH2:15][CH2:14][CH2:13][C:12](=[O:16])[CH2:11]2)=[CH:8][CH:9]=1. (7) Given the reactants F[C:2]1[N:7]2[CH:8]=[C:9]([CH2:11][N:12]3[C@H:25]4[C@H:16]([CH2:17][CH2:18][C:19]5[C:24]4=[N:23][CH:22]=[CH:21][CH:20]=5)[CH2:15][CH2:14][CH2:13]3)[N:10]=[C:6]2[CH:5]=[CH:4][CH:3]=1.[CH3:26][N:27]1[CH2:32][CH2:31][NH:30][CH2:29][CH2:28]1, predict the reaction product. The product is: [CH3:26][N:27]1[CH2:32][CH2:31][N:30]([C:2]2[N:7]3[CH:8]=[C:9]([CH2:11][N:12]4[C@H:25]5[C@H:16]([CH2:17][CH2:18][C:19]6[C:24]5=[N:23][CH:22]=[CH:21][CH:20]=6)[CH2:15][CH2:14][CH2:13]4)[N:10]=[C:6]3[CH:5]=[CH:4][CH:3]=2)[CH2:29][CH2:28]1. (8) Given the reactants [Br:1]N1C(=O)CCC1=O.[C:9]1([C:15]2[S:19][CH:18]=[C:17]([C:20]([O:22][CH3:23])=[O:21])[CH:16]=2)[CH:14]=[CH:13][CH:12]=[CH:11][CH:10]=1, predict the reaction product. The product is: [Br:1][C:18]1[S:19][C:15]([C:9]2[CH:10]=[CH:11][CH:12]=[CH:13][CH:14]=2)=[CH:16][C:17]=1[C:20]([O:22][CH3:23])=[O:21]. (9) Given the reactants [NH2:1][C:2]1[C:7]2=[C:8]([C:20]3[NH:21][C:22]4[C:27]([CH:28]=3)=[CH:26][CH:25]=[CH:24][C:23]=4[O:29][CH3:30])[N:9]=[C:10]([C@H:11]3[CH2:16][CH2:15][C@H:14]([C:17]([OH:19])=[O:18])[CH2:13][CH2:12]3)[N:6]2[N:5]=[CH:4][N:3]=1.[CH2:31]([OH:38])[C:32]([NH2:37])([CH2:35][OH:36])[CH2:33][OH:34], predict the reaction product. The product is: [OH:38][CH2:31][C:32]([NH3+:37])([CH2:35][OH:36])[CH2:33][OH:34].[NH2:1][C:2]1[C:7]2=[C:8]([C:20]3[NH:21][C:22]4[C:27]([CH:28]=3)=[CH:26][CH:25]=[CH:24][C:23]=4[O:29][CH3:30])[N:9]=[C:10]([C@H:11]3[CH2:16][CH2:15][C@H:14]([C:17]([O-:19])=[O:18])[CH2:13][CH2:12]3)[N:6]2[N:5]=[CH:4][N:3]=1. (10) Given the reactants [CH3:1][C:2]1[CH:7]=[CH:6][N:5]=[CH:4][C:3]=1B(O)O.Br[C:12]1[CH:17]=[CH:16][C:15]([N+:18]([O-:20])=[O:19])=[CH:14][C:13]=1[O:21][CH2:22][CH2:23][F:24].CC1C=CN=CC=1C1C=CC=C2C=1C=NN2, predict the reaction product. The product is: [F:24][CH2:23][CH2:22][O:21][C:13]1[CH:14]=[C:15]([N+:18]([O-:20])=[O:19])[CH:16]=[CH:17][C:12]=1[C:3]1[CH:4]=[N:5][CH:6]=[CH:7][C:2]=1[CH3:1].